The task is: Regression/Classification. Given a drug SMILES string, predict its absorption, distribution, metabolism, or excretion properties. Task type varies by dataset: regression for continuous measurements (e.g., permeability, clearance, half-life) or binary classification for categorical outcomes (e.g., BBB penetration, CYP inhibition). Dataset: cyp3a4_veith.. This data is from CYP3A4 inhibition data for predicting drug metabolism from PubChem BioAssay. (1) The drug is Cc1ccc(-c2cccc(OC(=O)c3ccccc3F)c2)cc1. The result is 0 (non-inhibitor). (2) The drug is CCNc1ncc2nc(C)c(=O)n(Cc3cccc(OC)c3)c2n1. The result is 1 (inhibitor). (3) The molecule is C=C(C)CNCCN. The result is 0 (non-inhibitor). (4) The molecule is CCCC[C@H](CC)CN=C(N)NC(N)=NCCCCCCN=C(N)NC(N)=NC[C@@H](CC)CCCC. The result is 0 (non-inhibitor). (5) The drug is CC12CC(NC(=O)N1c1cccc(C(=O)NCc3ccccc3)c1)c1ccccc1O2. The result is 0 (non-inhibitor). (6) The molecule is Cc1ccccc1CNc1ncnc2c1ncn2[C@@H]1O[C@@H](CO)[C@H](O)[C@@H]1O. The result is 0 (non-inhibitor). (7) The drug is Cc1cccc(-c2noc(-c3cc4ccccc4oc3=O)n2)c1. The result is 1 (inhibitor).